This data is from Full USPTO retrosynthesis dataset with 1.9M reactions from patents (1976-2016). The task is: Predict the reactants needed to synthesize the given product. (1) Given the product [NH:8]([C:9]1[CH:21]=[C:20]([C:22]2[CH:23]=[CH:24][CH:25]=[CH:26][CH:27]=2)[CH:19]=[CH:18][C:10]=1[C:11]([O:13][C:14]([CH3:17])([CH3:16])[CH3:15])=[O:12])[C:2]1[CH:7]=[CH:6][CH:5]=[CH:4][CH:3]=1, predict the reactants needed to synthesize it. The reactants are: I[C:2]1[CH:7]=[CH:6][CH:5]=[CH:4][CH:3]=1.[NH2:8][C:9]1[CH:21]=[C:20]([C:22]2[CH:27]=[CH:26][CH:25]=[CH:24][CH:23]=2)[CH:19]=[CH:18][C:10]=1[C:11]([O:13][C:14]([CH3:17])([CH3:16])[CH3:15])=[O:12].C1(P(C2C=CC=CC=2)C2C=CC3C(=CC=CC=3)C=2C2C3C(=CC=CC=3)C=CC=2P(C2C=CC=CC=2)C2C=CC=CC=2)C=CC=CC=1.C(=O)([O-])[O-].[Cs+].[Cs+]. (2) Given the product [F:19][C:18]([F:21])([F:20])[C:16]([OH:22])=[O:17].[NH2:8][C@H:6]([CH3:7])[CH2:5][CH2:4][CH2:3][CH2:2][OH:1], predict the reactants needed to synthesize it. The reactants are: [OH:1][CH2:2][CH2:3][CH2:4][CH2:5][C@H:6]([NH:8]C(=O)OC(C)(C)C)[CH3:7].[C:16]([OH:22])([C:18]([F:21])([F:20])[F:19])=[O:17]. (3) Given the product [Cl:1][C:2]1[CH:7]=[CH:6][CH:5]=[C:4]([F:8])[C:3]=1[C:9]1[N:10]=[C:11]2[CH:16]=[CH:15][CH:14]=[C:13]([CH3:17])[N:12]2[C:18]=1[N:19]([C:20]1[CH:29]=[CH:28][C:23]2[O:24][CH2:25][CH2:26][O:27][C:22]=2[CH:21]=1)[CH3:33], predict the reactants needed to synthesize it. The reactants are: [Cl:1][C:2]1[CH:7]=[CH:6][CH:5]=[C:4]([F:8])[C:3]=1[C:9]1[N:10]=[C:11]2[CH:16]=[CH:15][CH:14]=[C:13]([CH3:17])[N:12]2[C:18]=1[NH:19][C:20]1[CH:29]=[CH:28][C:23]2[O:24][CH2:25][CH2:26][O:27][C:22]=2[CH:21]=1.[H-].[Na+].N[C@H:33](C(O)=O)CCSC. (4) Given the product [Br:29][C:30]1[CH:31]=[C:32]2[C:36](=[CH:37][CH:38]=1)[NH:35][C:34]([C:48]([NH2:57])=[O:50])=[C:33]2[S:53]([N:7]1[CH2:6][CH:20]([OH:22])[CH2:8]1)(=[O:54])=[O:55], predict the reactants needed to synthesize it. The reactants are: ClC1C=C2[C:8](=CC=1)[N:7](S(C1C=CC=CC=1)(=O)=O)[C:6]([C:20]([O:22]CC)=O)=C2S(Cl)(=O)=O.[Br:29][C:30]1[CH:31]=[C:32]2[C:36](=[CH:37][CH:38]=1)[N:35](S(C1C=CC=CC=1)(=O)=O)[C:34]([C:48]([O:50]CC)=O)=[C:33]2[S:53](Cl)(=[O:55])=[O:54].[NH:57]1CCOCC1.OC1CNC1. (5) Given the product [OH:2][C:3]1[CH:4]=[CH:5][C:6]([N:9]2[C@@H:13]([C:14]3[CH:19]=[CH:18][CH:17]=[C:16]([C:20]([F:23])([F:22])[F:21])[CH:15]=3)[CH2:12][O:11][C:10]2=[O:24])=[CH:7][CH:8]=1, predict the reactants needed to synthesize it. The reactants are: C[O:2][C:3]1[CH:8]=[CH:7][C:6]([N:9]2[C@@H:13]([C:14]3[CH:19]=[CH:18][CH:17]=[C:16]([C:20]([F:23])([F:22])[F:21])[CH:15]=3)[CH2:12][O:11][C:10]2=[O:24])=[CH:5][CH:4]=1.FC(F)(F)C1C=C([C@H]2COC(=O)N2)C=CC=1.IC1C=CC(OC)=CC=1.B(Br)(Br)Br. (6) Given the product [C:1]([O:5][C:6](=[O:20])[NH:7][CH2:8][C:9]1[CH:14]=[CH:13][C:12]([C:15]([F:18])([F:17])[F:16])=[C:11]([N:19]=[C:21]=[S:22])[CH:10]=1)([CH3:4])([CH3:2])[CH3:3], predict the reactants needed to synthesize it. The reactants are: [C:1]([O:5][C:6](=[O:20])[NH:7][CH2:8][C:9]1[CH:14]=[CH:13][C:12]([C:15]([F:18])([F:17])[F:16])=[C:11]([NH2:19])[CH:10]=1)([CH3:4])([CH3:3])[CH3:2].[C:21](N1C=CC=CC1=O)(N1C=CC=CC1=O)=[S:22]. (7) Given the product [CH3:26][CH:27]([OH:33])[CH3:28].[NH2:1][C:2]1[CH:10]=[C:9]([C@H:11]([NH:14][C:15]([N:17]2[C:23](=[O:24])[C@H:22]([CH2:25][C:26]3[CH:31]=[C:30]([Cl:32])[CH:29]=[CH:28][C:27]=3[O:33][CH3:34])[CH2:21][NH:20][C:19](=[O:35])[CH2:18]2)=[O:16])[CH2:12][CH3:13])[CH:8]=[CH:7][C:3]=1[C:4]([OH:6])=[O:5], predict the reactants needed to synthesize it. The reactants are: [NH2:1][C:2]1[CH:10]=[C:9]([C@H:11]([NH:14][C:15]([N:17]2[C:23](=[O:24])[C@H:22]([CH2:25][C:26]3[CH:31]=[C:30]([Cl:32])[CH:29]=[CH:28][C:27]=3[O:33][CH3:34])[CH2:21][NH:20][C:19](=[O:35])[CH2:18]2)=[O:16])[CH2:12][CH3:13])[CH:8]=[CH:7][C:3]=1[C:4]([OH:6])=[O:5]. (8) Given the product [C:3]([C:7]1[N:8]=[C:9]([CH:23]2[CH2:26][CH2:25][CH2:24]2)[CH:10]=[C:11]([N:13]2[CH2:14][CH2:15][N:16]([CH2:19][CH2:20][CH2:21][O:22][C:28]3[CH:33]=[CH:32][N:31]=[C:30]([S:34][CH3:35])[N:29]=3)[CH2:17][CH2:18]2)[N:12]=1)([CH3:6])([CH3:4])[CH3:5], predict the reactants needed to synthesize it. The reactants are: [H-].[Na+].[C:3]([C:7]1[N:12]=[C:11]([N:13]2[CH2:18][CH2:17][N:16]([CH2:19][CH2:20][CH2:21][OH:22])[CH2:15][CH2:14]2)[CH:10]=[C:9]([CH:23]2[CH2:26][CH2:25][CH2:24]2)[N:8]=1)([CH3:6])([CH3:5])[CH3:4].Cl[C:28]1[CH:33]=[CH:32][N:31]=[C:30]([S:34][CH3:35])[N:29]=1.